From a dataset of Full USPTO retrosynthesis dataset with 1.9M reactions from patents (1976-2016). Predict the reactants needed to synthesize the given product. (1) Given the product [F:1][CH2:2][C:3]([CH2:9][F:10])([CH2:7][CH3:8])[CH2:4][CH:5]=[O:13], predict the reactants needed to synthesize it. The reactants are: [F:1][CH2:2][C:3]([CH2:9][F:10])([CH2:7][CH3:8])[CH2:4][CH:5]=C.O.I([O-])(=O)(=O)=[O:13].[K+]. (2) Given the product [CH2:1]([C:4]1([CH3:22])[O:9][C:8](=[O:10])[NH:7][C:6]2[CH:11]=[CH:12][C:13]([C:15]3[CH:20]=[CH:19][CH:18]=[C:17]([Cl:21])[CH:16]=3)=[CH:14][C:5]1=2)[C:2]1[CH:3]=[CH:2][CH:1]=[CH:4][CH:3]=1, predict the reactants needed to synthesize it. The reactants are: [CH2:1]([C:4]1([CH3:22])[O:9][C:8](=[O:10])[NH:7][C:6]2[CH:11]=[CH:12][C:13]([C:15]3[CH:20]=[CH:19][CH:18]=[C:17]([Cl:21])[CH:16]=3)=[CH:14][C:5]1=2)[CH:2]=[CH2:3].ClC(Cl)(OC(=O)OC(Cl)(Cl)Cl)Cl. (3) The reactants are: CC1C=CC(S(O[CH2:12][CH2:13][CH2:14][C:15]2[C:23]3[C:18](=[CH:19][CH:20]=[C:21]([F:24])[CH:22]=3)[NH:17][CH:16]=2)(=O)=O)=CC=1.[CH3:25][C:26]1[N:27]=[C:28]([N:34]2[CH2:39][CH2:38][NH:37][CH2:36][CH2:35]2)[S:29][C:30]=1[C:31]([NH2:33])=[O:32].C(=O)([O-])[O-].[K+].[K+].[I-].[K+]. Given the product [F:24][C:21]1[CH:22]=[C:23]2[C:18](=[CH:19][CH:20]=1)[NH:17][CH:16]=[C:15]2[CH2:14][CH2:13][CH2:12][N:37]1[CH2:38][CH2:39][N:34]([C:28]2[S:29][C:30]([C:31]([NH2:33])=[O:32])=[C:26]([CH3:25])[N:27]=2)[CH2:35][CH2:36]1, predict the reactants needed to synthesize it. (4) Given the product [CH3:25][N:26]([CH3:36])[S:27]([N:30]1[CH2:35][CH2:34][N:33]([C:2]2[N:7]3[N:8]=[C:9]([CH3:11])[CH:10]=[C:6]3[N:5]=[C:4]([NH:12][C:13](=[O:24])[C:14]3[CH:19]=[CH:18][C:17]([C:20]([OH:23])([CH3:22])[CH3:21])=[CH:16][CH:15]=3)[CH:3]=2)[CH2:32][CH2:31]1)(=[O:28])=[O:29], predict the reactants needed to synthesize it. The reactants are: Cl[C:2]1[N:7]2[N:8]=[C:9]([CH3:11])[CH:10]=[C:6]2[N:5]=[C:4]([NH:12][C:13](=[O:24])[C:14]2[CH:19]=[CH:18][C:17]([C:20]([OH:23])([CH3:22])[CH3:21])=[CH:16][CH:15]=2)[CH:3]=1.[CH3:25][N:26]([CH3:36])[S:27]([N:30]1[CH2:35][CH2:34][NH:33][CH2:32][CH2:31]1)(=[O:29])=[O:28]. (5) Given the product [NH2:9][C:3]1[C:2](/[CH:12]=[CH:11]/[C:10]([O:14][C:15]([CH3:18])([CH3:17])[CH3:16])=[O:13])=[CH:7][C:6]([Cl:8])=[CH:5][N:4]=1, predict the reactants needed to synthesize it. The reactants are: Br[C:2]1[C:3]([NH2:9])=[N:4][CH:5]=[C:6]([Cl:8])[CH:7]=1.[C:10]([O:14][C:15]([CH3:18])([CH3:17])[CH3:16])(=[O:13])[CH:11]=[CH2:12].CC1C(P(C2C(C)=CC=CC=2)C2C(C)=CC=CC=2)=CC=CC=1. (6) Given the product [CH3:12][N:7]1[CH2:8][CH2:9][CH2:10][CH2:11][CH:6]1[C:4]([OH:5])=[O:3], predict the reactants needed to synthesize it. The reactants are: C([O:3][C:4]([CH:6]1[CH2:11][CH2:10][CH2:9][CH2:8][N:7]1[CH3:12])=[O:5])C.[OH-].[Na+].Cl. (7) Given the product [C:18](/[C:20](=[CH:9]\[C:8]1[CH:11]=[C:12]([O:13][CH3:14])[C:5]([O:4][CH2:3][CH2:2][Cl:1])=[CH:6][C:7]=1[N+:15]([O-:17])=[O:16])/[C:21]([O:23][CH3:24])=[O:22])#[N:19], predict the reactants needed to synthesize it. The reactants are: [Cl:1][CH2:2][CH2:3][O:4][C:5]1[C:12]([O:13][CH3:14])=[CH:11][C:8]([CH:9]=O)=[C:7]([N+:15]([O-:17])=[O:16])[CH:6]=1.[C:18]([CH2:20][C:21]([O:23][CH3:24])=[O:22])#[N:19].N1CCCCC1. (8) Given the product [CH2:41]([N:21]1[CH2:20][CH2:19][CH:18]([C:16]2[S:17][C:10]3[C:11](=[N:12][CH:13]=[CH:14][C:9]=3[O:8][C:7]3[CH:6]=[CH:5][C:4]([NH:24][C:25]([C:27]4[C:28](=[O:40])[N:29]([C:33]5[CH:34]=[CH:35][C:36]([F:39])=[CH:37][CH:38]=5)[N:30]=[CH:31][CH:32]=4)=[O:26])=[CH:3][C:2]=3[F:1])[CH:15]=2)[CH2:23][CH2:22]1)[CH3:42], predict the reactants needed to synthesize it. The reactants are: [F:1][C:2]1[CH:3]=[C:4]([NH:24][C:25]([C:27]2[C:28](=[O:40])[N:29]([C:33]3[CH:38]=[CH:37][C:36]([F:39])=[CH:35][CH:34]=3)[N:30]=[CH:31][CH:32]=2)=[O:26])[CH:5]=[CH:6][C:7]=1[O:8][C:9]1[CH:14]=[CH:13][N:12]=[C:11]2[CH:15]=[C:16]([CH:18]3[CH2:23][CH2:22][NH:21][CH2:20][CH2:19]3)[S:17][C:10]=12.[CH:41](=O)[CH3:42].[BH-](OC(C)=O)(OC(C)=O)OC(C)=O.[Na+].